Dataset: Full USPTO retrosynthesis dataset with 1.9M reactions from patents (1976-2016). Task: Predict the reactants needed to synthesize the given product. The reactants are: [Cl:1][C:2]1[N:7]=[CH:6][N:5]=[C:4]([C:8]2[O:13][C@H:12]([CH2:14][OH:15])[C@@H:11]([O:16][Si:17]([CH:24]([CH3:26])[CH3:25])([CH:21]([CH3:23])[CH3:22])[CH:18]([CH3:20])[CH3:19])[C@H:10]([O:27][Si:28]([CH:35]([CH3:37])[CH3:36])([CH:32]([CH3:34])[CH3:33])[CH:29]([CH3:31])[CH3:30])[CH:9]=2)[C:3]=1[N+:38]([O-:40])=[O:39].CC(OI1(OC(C)=O)(OC(C)=O)OC(=O)C2C=CC=CC1=2)=O. Given the product [Cl:1][C:2]1[N:7]=[CH:6][N:5]=[C:4]([C:8]2[O:13][C@H:12]([CH:14]=[O:15])[C@@H:11]([O:16][Si:17]([CH:18]([CH3:20])[CH3:19])([CH:21]([CH3:22])[CH3:23])[CH:24]([CH3:25])[CH3:26])[C@H:10]([O:27][Si:28]([CH:29]([CH3:31])[CH3:30])([CH:32]([CH3:34])[CH3:33])[CH:35]([CH3:37])[CH3:36])[CH:9]=2)[C:3]=1[N+:38]([O-:40])=[O:39], predict the reactants needed to synthesize it.